This data is from Cav3 T-type calcium channel HTS with 100,875 compounds. The task is: Binary Classification. Given a drug SMILES string, predict its activity (active/inactive) in a high-throughput screening assay against a specified biological target. (1) The result is 0 (inactive). The molecule is FC(F)(F)c1nnc(nc1N1CCOCC1)c1ccccc1. (2) The drug is O(C(=O)C1CCN(C(c2n(nnn2)C2CCCCC2)c2cc3c([nH]c2=O)cc(cc3)C)CC1)CC. The result is 0 (inactive). (3) The compound is s1c2c(cc(cc2)c2ccc(OC)nc2)c(=O)c2c1cccc2. The result is 0 (inactive). (4) The compound is Brc1ccc(c2nc3n(ncn3)c(c3cc(OC)c(OC)cc3)c2)cc1. The result is 0 (inactive). (5) The compound is O=C1N(C2N(C(=O)N(C2N1CC)C(=O)C)C(=O)C)CC. The result is 0 (inactive). (6) The drug is S(CCCCOc1cc(OC)ccc1)c1ncccn1. The result is 0 (inactive). (7) The molecule is OCCN(CCC)Cc1cc(Oc2ccccc2)ccc1. The result is 0 (inactive).